From a dataset of Reaction yield outcomes from USPTO patents with 853,638 reactions. Predict the reaction yield, written as a fraction of the theoretical maximum amount of product (1.0 means a 100% yield; for example, 0.34 means a 34% yield). (1) The reactants are [CH:1]1[C:14]2[NH:13][C:12]3[C:7](=[CH:8][CH:9]=[CH:10][CH:11]=3)[O:6][C:5]=2[CH:4]=[CH:3][C:2]=1[C:15]([OH:17])=O.[NH2:18][C@H:19]([C:24]([NH:26][C@H:27]([C:32]([NH:34][C@H:35]1[CH2:39][CH2:38][O:37][CH:36]1[O:40][CH3:41])=[O:33])[CH2:28][CH:29]([CH3:31])[CH3:30])=[O:25])[CH2:20][CH:21]([CH3:23])[CH3:22]. No catalyst specified. The product is [CH:1]1[C:14]2[NH:13][C:12]3[C:7](=[CH:8][CH:9]=[CH:10][CH:11]=3)[O:6][C:5]=2[CH:4]=[CH:3][C:2]=1[C:15]([NH:18][C@H:19]([C:24]([NH:26][C@H:27]([C:32]([NH:34][C@H:35]1[CH2:39][CH2:38][O:37][CH:36]1[O:40][CH3:41])=[O:33])[CH2:28][CH:29]([CH3:31])[CH3:30])=[O:25])[CH2:20][CH:21]([CH3:23])[CH3:22])=[O:17]. The yield is 0.720. (2) The reactants are [CH2:1]([O:3][C:4](=[O:25])[C:5]1[CH:10]=[CH:9][CH:8]=[C:7]([N:11]2[C:15]([CH3:16])=[CH:14][CH:13]=[C:12]2[C:17]2[CH:22]=[C:21]([Br:23])[CH:20]=[CH:19][C:18]=2[OH:24])[CH:6]=1)[CH3:2].C([O-])([O-])=O.[K+].[K+].[F:32][C:33]1[CH:40]=[C:39]([F:41])[CH:38]=[CH:37][C:34]=1[CH2:35]Br. The catalyst is CN(C=O)C. The product is [CH2:1]([O:3][C:4](=[O:25])[C:5]1[CH:10]=[CH:9][CH:8]=[C:7]([N:11]2[C:15]([CH3:16])=[CH:14][CH:13]=[C:12]2[C:17]2[CH:22]=[C:21]([Br:23])[CH:20]=[CH:19][C:18]=2[O:24][CH2:35][C:34]2[CH:37]=[CH:38][C:39]([F:41])=[CH:40][C:33]=2[F:32])[CH:6]=1)[CH3:2]. The yield is 0.670. (3) The reactants are [Cl:1][C:2]1[CH:3]=[C:4]([CH:9]=[CH:10][C:11]=1[OH:12])[C:5]([O:7]C)=O.[CH2:13]([Mg]Br)[CH3:14].[CH2:17]1COC[CH2:18]1. The catalyst is C1COCC1. The product is [Cl:1][C:2]1[CH:3]=[C:4]([C:5]([OH:7])([CH2:13][CH3:14])[CH2:17][CH3:18])[CH:9]=[CH:10][C:11]=1[OH:12]. The yield is 0.990. (4) The reactants are C(OC([N:8]1[CH2:13][CH2:12][C@H:11]([C:14]2[CH:19]=[CH:18][C:17]([O:20][CH2:21][CH2:22][O:23][C:24]3[C:29]([Cl:30])=[CH:28][C:27]([CH3:31])=[CH:26][C:25]=3[Cl:32])=[CH:16][CH:15]=2)[C@@H:10]([C:33](=[O:51])[N:34]([CH2:38]C2C=C(Cl)C=CC=2CCCOC)[CH:35]2[CH2:37][CH2:36]2)[CH2:9]1)=O)(C)(C)C.Cl.[CH2:53]([Cl:55])Cl. The catalyst is O1CCOCC1. The product is [Cl:55][C:53]1[CH:18]=[CH:19][C:14]([CH2:15][CH2:16][CH2:17][O:20][CH3:21])=[CH:11][C:10]=1[CH2:38][N:34]([CH:35]1[CH2:37][CH2:36]1)[C:33]([C@@H:10]1[C@@H:11]([C:14]2[CH:19]=[CH:18][C:17]([O:20][CH2:21][CH2:22][O:23][C:24]3[C:25]([Cl:32])=[CH:26][C:27]([CH3:31])=[CH:28][C:29]=3[Cl:30])=[CH:16][CH:15]=2)[CH2:12][CH2:13][NH:8][CH2:9]1)=[O:51]. The yield is 0.670. (5) The reactants are [C:1]([C:3]1[CH:4]=[C:5]2[C:10](=[CH:11][C:12]=1[O:13][C:14]1[CH:22]=[CH:21][C:17]([C:18](O)=[O:19])=[CH:16][CH:15]=1)[O:9][CH2:8][CH2:7][CH:6]2[C:23]([O:25][CH3:26])=[O:24])#[N:2].[C:27]([C:31]1[CH:32]=[C:33]([CH:35]=[CH:36][CH:37]=1)[NH2:34])([CH3:30])([CH3:29])[CH3:28].Cl.CN(C)CCCN=C=NCC.ON1C2N=CC=CC=2N=N1. No catalyst specified. The product is [C:27]([C:31]1[CH:32]=[C:33]([NH:34][C:18]([C:17]2[CH:16]=[CH:15][C:14]([O:13][C:12]3[CH:11]=[C:10]4[C:5]([CH:6]([C:23]([O:25][CH3:26])=[O:24])[CH2:7][CH2:8][O:9]4)=[CH:4][C:3]=3[C:1]#[N:2])=[CH:22][CH:21]=2)=[O:19])[CH:35]=[CH:36][CH:37]=1)([CH3:30])([CH3:28])[CH3:29]. The yield is 0.810.